This data is from Peptide-MHC class I binding affinity with 185,985 pairs from IEDB/IMGT. The task is: Regression. Given a peptide amino acid sequence and an MHC pseudo amino acid sequence, predict their binding affinity value. This is MHC class I binding data. (1) The peptide sequence is TRAPAPFPL. The MHC is HLA-A03:01 with pseudo-sequence HLA-A03:01. The binding affinity (normalized) is 0.0847. (2) The peptide sequence is AILVTTVTLH. The MHC is HLA-A11:01 with pseudo-sequence HLA-A11:01. The binding affinity (normalized) is 0.0484. (3) The peptide sequence is YYPEDPVKL. The MHC is HLA-A02:19 with pseudo-sequence HLA-A02:19. The binding affinity (normalized) is 0.0847. (4) The peptide sequence is HSYLWDHQM. The MHC is HLA-B27:03 with pseudo-sequence HLA-B27:03. The binding affinity (normalized) is 0.0847.